This data is from Full USPTO retrosynthesis dataset with 1.9M reactions from patents (1976-2016). The task is: Predict the reactants needed to synthesize the given product. (1) The reactants are: [S:1]1[CH:5]=[CH:4][CH:3]=[C:2]1[CH2:6][CH2:7][OH:8].C(NC(C)C)(C)C.[CH3:16][O:17][CH2:18][CH2:19][O:20][CH2:21]Cl. Given the product [CH3:16][O:17][CH2:18][CH2:19][O:20][CH2:21][O:8][CH2:7][CH2:6][C:2]1[S:1][CH:5]=[CH:4][CH:3]=1, predict the reactants needed to synthesize it. (2) Given the product [Cl:37][C:34]1[CH:35]=[CH:36][C:31]([C:28]2[O:29][CH:30]=[C:26]([CH2:25][S:24][C:4]3[N:3]=[C:2]([N:40]([CH3:39])[CH2:41][C:42]([O:44][CH3:45])=[O:43])[C:7]([C:8]#[N:9])=[C:6]([C:10]4[CH:15]=[CH:14][C:13]([O:16][CH2:17][C@@H:18]([OH:21])[CH2:19][OH:20])=[CH:12][CH:11]=4)[C:5]=3[C:22]#[N:23])[N:27]=2)=[CH:32][CH:33]=1, predict the reactants needed to synthesize it. The reactants are: Cl[C:2]1[C:7]([C:8]#[N:9])=[C:6]([C:10]2[CH:15]=[CH:14][C:13]([O:16][CH2:17][C@@H:18]([OH:21])[CH2:19][OH:20])=[CH:12][CH:11]=2)[C:5]([C:22]#[N:23])=[C:4]([S:24][CH2:25][C:26]2[N:27]=[C:28]([C:31]3[CH:36]=[CH:35][C:34]([Cl:37])=[CH:33][CH:32]=3)[O:29][CH:30]=2)[N:3]=1.Cl.[CH3:39][NH:40][CH2:41][C:42]([O:44][CH3:45])=[O:43].C(N(CC)CC)C. (3) Given the product [NH2:19][CH2:20][CH:21]([C:23]1[CH:28]=[CH:27][C:26]([N:29]([CH3:30])[C:31]2[CH:36]=[CH:35][C:34]([O:37][C:2]3[N:3]=[C:4]([OH:12])[C:5]4[CH:11]=[CH:10][N:9]=[CH:8][C:6]=4[N:7]=3)=[CH:33][CH:32]=2)=[CH:25][CH:24]=1)[CH3:22], predict the reactants needed to synthesize it. The reactants are: Cl[C:2]1[N:3]=[C:4]([OH:12])[C:5]2[CH:11]=[CH:10][N:9]=[CH:8][C:6]=2[N:7]=1.C(OC(=O)[NH:19][CH2:20][CH:21]([C:23]1[CH:28]=[CH:27][C:26]([N:29]([C:31]2[CH:36]=[CH:35][C:34]([OH:37])=[CH:33][CH:32]=2)[CH3:30])=[CH:25][CH:24]=1)[CH3:22])(C)(C)C. (4) Given the product [F:1][C:2]1[CH:3]=[C:4]([C:9]2[O:10][C:11]3[CH:17]=[C:16]([O:18][CH2:19][C@@H:20]([NH:22][C:23](=[O:25])[CH3:24])[CH3:21])[CH:15]=[CH:14][C:12]=3[N:13]=2)[CH:5]=[CH:6][C:7]=1[O:8][CH2:29][CH2:28][C:27]([F:32])([F:31])[F:26], predict the reactants needed to synthesize it. The reactants are: [F:1][C:2]1[CH:3]=[C:4]([C:9]2[O:10][C:11]3[CH:17]=[C:16]([O:18][CH2:19][C@@H:20]([NH:22][C:23](=[O:25])[CH3:24])[CH3:21])[CH:15]=[CH:14][C:12]=3[N:13]=2)[CH:5]=[CH:6][C:7]=1[OH:8].[F:26][C:27]([F:32])([F:31])[CH2:28][CH2:29]I. (5) Given the product [Br:1][C:2]1[CH:3]=[C:4]([O:8][CH:10]2[CH2:15][CH2:14][N:13]([C:16]([O:18][C:19]([CH3:22])([CH3:21])[CH3:20])=[O:17])[CH2:12][CH2:11]2)[CH:5]=[N:6][CH:7]=1, predict the reactants needed to synthesize it. The reactants are: [Br:1][C:2]1[CH:3]=[C:4]([OH:8])[CH:5]=[N:6][CH:7]=1.O[CH:10]1[CH2:15][CH2:14][N:13]([C:16]([O:18][C:19]([CH3:22])([CH3:21])[CH3:20])=[O:17])[CH2:12][CH2:11]1.C1(P(C2C=CC=CC=2)C2C=CC=CC=2)C=CC=CC=1.N(C(OCC)=O)=NC(OCC)=O. (6) Given the product [CH3:2][N:1]([C:15]([O:14][CH2:13][CH2:12][O:11][C:9](=[O:10])[CH:8]([CH3:7])[CH3:25])=[O:16])[CH2:3][C:4]([OH:6])=[O:5], predict the reactants needed to synthesize it. The reactants are: [NH:1]([CH2:3][C:4]([OH:6])=[O:5])[CH3:2].[CH3:7][CH:8]([CH3:25])[C:9]([O:11][CH2:12][CH2:13][O:14][C:15](ON1C(=O)CCC1=O)=[O:16])=[O:10]. (7) Given the product [C:66]1([N:59]([C:60]2[CH:61]=[CH:62][CH:63]=[CH:64][CH:65]=2)[C:58]([C:51]2[C:52]3[C:57](=[CH:56][CH:55]=[CH:54][CH:53]=3)[N:49]([C:25]3[CH:24]=[CH:23][C:22]([NH:21][C:18](=[O:19])[CH2:17][O:10][C:11]4[CH:16]=[CH:15][CH:14]=[CH:13][CH:12]=4)=[CH:48][C:26]=3[C:27]([N:29]3[C@H:38]([CH2:39][NH:40][C:41](=[O:47])[O:42][C:43]([CH3:46])([CH3:45])[CH3:44])[CH2:37][C:36]4[C:31](=[CH:32][CH:33]=[CH:34][CH:35]=4)[CH2:30]3)=[O:28])[N:50]=2)=[O:72])[CH:71]=[CH:70][CH:69]=[CH:68][CH:67]=1, predict the reactants needed to synthesize it. The reactants are: CCN(C(C)C)C(C)C.[O:10]([CH2:17][C:18](Cl)=[O:19])[C:11]1[CH:16]=[CH:15][CH:14]=[CH:13][CH:12]=1.[NH2:21][C:22]1[CH:23]=[CH:24][C:25]([N:49]2[C:57]3[C:52](=[CH:53][CH:54]=[CH:55][CH:56]=3)[C:51]([C:58](=[O:72])[N:59]([C:66]3[CH:71]=[CH:70][CH:69]=[CH:68][CH:67]=3)[C:60]3[CH:65]=[CH:64][CH:63]=[CH:62][CH:61]=3)=[N:50]2)=[C:26]([CH:48]=1)[C:27]([N:29]1[C@H:38]([CH2:39][NH:40][C:41](=[O:47])[O:42][C:43]([CH3:46])([CH3:45])[CH3:44])[CH2:37][C:36]2[C:31](=[CH:32][CH:33]=[CH:34][CH:35]=2)[CH2:30]1)=[O:28]. (8) Given the product [Cl:26][C:27]1[N:28]=[CH:29][C:30]([CH2:33][N:21]2[CH:22]=[C:17]([C:15]3[O:14][N:13]=[C:12]([C:9]4[CH:10]=[CH:11][C:6]([C:3]([CH3:5])([CH3:4])[C:2]([F:1])([F:24])[F:25])=[CH:7][CH:8]=4)[N:16]=3)[CH:18]=[CH:19][C:20]2=[O:23])=[CH:31][CH:32]=1, predict the reactants needed to synthesize it. The reactants are: [F:1][C:2]([F:25])([F:24])[C:3]([C:6]1[CH:11]=[CH:10][C:9]([C:12]2[N:16]=[C:15]([C:17]3[CH:18]=[CH:19][C:20](=[O:23])[NH:21][CH:22]=3)[O:14][N:13]=2)=[CH:8][CH:7]=1)([CH3:5])[CH3:4].[Cl:26][C:27]1[CH:32]=[CH:31][C:30]([CH2:33]Cl)=[CH:29][N:28]=1. (9) Given the product [C:1]([O:9][CH2:14][CH2:13][C:11]([CH3:12])([OH:16])[CH3:10])(=[O:8])[C:2]1[CH:7]=[CH:6][CH:5]=[CH:4][CH:3]=1, predict the reactants needed to synthesize it. The reactants are: [C:1]([OH:9])(=[O:8])[C:2]1[CH:7]=[CH:6][CH:5]=[CH:4][CH:3]=1.[CH3:10][C:11]([OH:16])([CH2:13][CH2:14]O)[CH3:12].C1(N=C=NC2CCCCC2)CCCCC1. (10) Given the product [C:1]1(=[C:8]([C:24]2[CH:29]=[CH:28][C:27]([OH:30])=[CH:26][CH:25]=2)[C:9]2[CH:14]=[CH:13][C:12](/[CH:15]=[CH:16]/[C:17]([OH:19])=[O:18])=[CH:11][CH:10]=2)[CH2:7][CH2:6][CH2:5][CH2:4][CH2:3][CH2:2]1, predict the reactants needed to synthesize it. The reactants are: [C:1]1(=[C:8]([C:24]2[CH:29]=[CH:28][C:27]([OH:30])=[CH:26][CH:25]=2)[C:9]2[CH:14]=[CH:13][C:12](/[CH:15]=[CH:16]/[C:17]([O:19]C(C)(C)C)=[O:18])=[CH:11][CH:10]=2)[CH2:7][CH2:6][CH2:5][CH2:4][CH2:3][CH2:2]1.FC(F)(F)C(O)=O.